This data is from Reaction yield outcomes from USPTO patents with 853,638 reactions. The task is: Predict the reaction yield, written as a fraction of the theoretical maximum amount of product (1.0 means a 100% yield; for example, 0.34 means a 34% yield). (1) The reactants are [CH2:1]([O:3][CH:4]([O:8][CH2:9][CH3:10])[C@@H:5]([NH2:7])[CH3:6])[CH3:2].[N:11]1[C:20]2[CH:19]=[CH:18][CH:17]=[C:16]([CH:21]=O)[C:15]=2[N:14]=[CH:13][CH:12]=1. No catalyst specified. The product is [CH2:1]([O:3][CH:4]([O:8][CH2:9][CH3:10])[C@@H:5]([NH:7][CH2:21][C:16]1[CH:17]=[CH:18][CH:19]=[C:20]2[C:15]=1[N:14]=[CH:13][CH:12]=[N:11]2)[CH3:6])[CH3:2]. The yield is 0.780. (2) The product is [CH3:1][C:2]1[CH:6]=[C:5]([CH2:7][N:15]2[CH2:14][CH2:13][N:12]([C:18]([O:20][C:21]([CH3:24])([CH3:23])[CH3:22])=[O:19])[CH2:17][CH2:16]2)[N:4]([CH:9]([CH3:11])[CH3:10])[N:3]=1. The yield is 0.420. The catalyst is ClCCCl. The reactants are [CH3:1][C:2]1[CH:6]=[C:5]([CH:7]=O)[N:4]([CH:9]([CH3:11])[CH3:10])[N:3]=1.[N:12]1([C:18]([O:20][C:21]([CH3:24])([CH3:23])[CH3:22])=[O:19])[CH2:17][CH2:16][NH:15][CH2:14][CH2:13]1.C(N(CC)CC)C.C(O[BH-](OC(=O)C)OC(=O)C)(=O)C.[Na+].